From a dataset of Full USPTO retrosynthesis dataset with 1.9M reactions from patents (1976-2016). Predict the reactants needed to synthesize the given product. (1) The reactants are: [NH2:1][C:2]1[CH:7]=[CH:6][C:5]([C:8]2[C:12]3[C:13]([NH2:18])=[N:14][CH:15]=[C:16](I)[C:11]=3[S:10][CH:9]=2)=[CH:4][C:3]=1[O:19][CH3:20].[N:21]1([CH2:26][C:27]([NH2:29])=[O:28])[CH2:25][CH2:24][CH2:23][CH2:22]1.P([O-])([O-])([O-])=[O:31].[K+].[K+].[K+].[C@@H]1(N)CCCC[C@H]1N. Given the product [C:3]([OH:19])(=[O:28])[CH3:4].[C:27]([OH:28])(=[O:31])[CH3:26].[C:3]([OH:19])(=[O:28])[CH3:4].[NH2:18][C:13]1[C:12]2[C:8]([C:5]3[CH:6]=[CH:7][C:2]([NH2:1])=[C:3]([O:19][CH3:20])[CH:4]=3)=[CH:9][S:10][C:11]=2[C:16]([NH:29][C:27](=[O:28])[CH2:26][N:21]2[CH2:25][CH2:24][CH2:23][CH2:22]2)=[CH:15][N:14]=1, predict the reactants needed to synthesize it. (2) Given the product [F:1][C:2]([F:19])([C:9]([F:18])([F:17])[C:10]([F:16])([F:15])[C:11]([F:14])([F:13])[F:12])[CH2:3][CH2:4][Si:5]([C:20]#[CH:21])([CH3:8])[CH3:7], predict the reactants needed to synthesize it. The reactants are: [F:1][C:2]([F:19])([C:9]([F:18])([F:17])[C:10]([F:16])([F:15])[C:11]([F:14])([F:13])[F:12])[CH2:3][CH2:4][Si:5]([CH3:8])([CH3:7])Cl.[C:20]([Mg]Br)#[CH:21]. (3) Given the product [C:19]([CH2:18][CH2:17][C:4]1[C:3]2[C:7](=[CH:8][C:9]([Br:11])=[CH:10][C:2]=2[Br:1])[NH:6][C:5]=1[C:12]([OH:14])=[O:13])([OH:21])=[O:20], predict the reactants needed to synthesize it. The reactants are: [Br:1][C:2]1[CH:10]=[C:9]([Br:11])[CH:8]=[C:7]2[C:3]=1[C:4]([CH2:17][CH2:18][C:19]([O:21]CC)=[O:20])=[C:5]([C:12]([O:14]CC)=[O:13])[NH:6]2.O.O.O.[OH-].[Li+].C(O)C.C(OCC)(=O)C. (4) Given the product [ClH:33].[O:1]=[C:2]1[N:7]([CH2:34][CH2:35][CH2:36][N:37]2[CH2:42][CH2:41][CH2:40][CH2:39][CH2:38]2)[CH:6]=[C:5]([C:8]2[CH:13]=[CH:12][N:11]3[C:14]([C:17]4[CH:18]=[C:19]([NH:23][C:24]([NH:26][CH2:27][C:28]([F:29])([F:30])[F:31])=[O:25])[CH:20]=[CH:21][CH:22]=4)=[CH:15][N:16]=[C:10]3[CH:9]=2)[CH:4]=[CH:3]1, predict the reactants needed to synthesize it. The reactants are: [O:1]=[C:2]1[NH:7][CH:6]=[C:5]([C:8]2[CH:13]=[CH:12][N:11]3[C:14]([C:17]4[CH:18]=[C:19]([NH:23][C:24]([NH:26][CH2:27][C:28]([F:31])([F:30])[F:29])=[O:25])[CH:20]=[CH:21][CH:22]=4)=[CH:15][N:16]=[C:10]3[CH:9]=2)[CH:4]=[CH:3]1.Cl.[Cl:33][CH2:34][CH2:35][CH2:36][N:37]1[CH2:42][CH2:41][CH2:40][CH2:39][CH2:38]1.C([O-])([O-])=O.[Cs+].[Cs+].N[C@H](C(O)=O)CC1C=C2C(C=CC=C2)=CC=1. (5) The reactants are: [Br:1][C:2]1[C:7]2[N:8]=[C:9]([C:13]([F:16])([F:15])[F:14])O[C:11](=[O:12])[C:6]=2[CH:5]=[CH:4][CH:3]=1.[CH2:17]([NH2:19])[CH3:18].C1COCC1. Given the product [Br:1][C:2]1[CH:3]=[CH:4][CH:5]=[C:6]2[C:7]=1[N:8]=[C:9]([C:13]([F:16])([F:15])[F:14])[N:19]([CH2:17][CH3:18])[C:11]2=[O:12], predict the reactants needed to synthesize it.